Dataset: Reaction yield outcomes from USPTO patents with 853,638 reactions. Task: Predict the reaction yield, written as a fraction of the theoretical maximum amount of product (1.0 means a 100% yield; for example, 0.34 means a 34% yield). The reactants are [CH3:1][N:2]([CH3:18])[C:3]1[N:4]=[CH:5][C:6]2[N:11]=[C:10]([N:12]=[C:13](SC)SC)[S:9][C:7]=2[N:8]=1.Cl.Cl.[NH2:21][CH2:22][C@@:23]1([OH:31])[CH:28]2[CH2:29][CH2:30][N:25]([CH2:26][CH2:27]2)[CH2:24]1.C(=O)([O-])[O-].[Cs+].[Cs+].O. The catalyst is CN(C=O)C. The product is [CH3:1][N:2]([CH3:18])[C:3]1[N:4]=[CH:5][C:6]2[N:11]=[C:10]([NH:12][C:13]3[O:31][C@:23]4([CH2:22][N:21]=3)[CH:28]3[CH2:29][CH2:30][N:25]([CH2:26][CH2:27]3)[CH2:24]4)[S:9][C:7]=2[N:8]=1. The yield is 0.710.